This data is from NCI-60 drug combinations with 297,098 pairs across 59 cell lines. The task is: Regression. Given two drug SMILES strings and cell line genomic features, predict the synergy score measuring deviation from expected non-interaction effect. Drug 1: C1CC(=O)NC(=O)C1N2CC3=C(C2=O)C=CC=C3N. Drug 2: C1=CC(=CC=C1CCCC(=O)O)N(CCCl)CCCl. Cell line: U251. Synergy scores: CSS=27.5, Synergy_ZIP=-14.7, Synergy_Bliss=-9.83, Synergy_Loewe=-14.2, Synergy_HSA=-6.66.